This data is from Reaction yield outcomes from USPTO patents with 853,638 reactions. The task is: Predict the reaction yield, written as a fraction of the theoretical maximum amount of product (1.0 means a 100% yield; for example, 0.34 means a 34% yield). The reactants are Br[C:2]1[CH:3]=[N:4][CH:5]=[C:6]2[C:11]=1[N:10]=[C:9]([C:12]([NH:14][CH2:15][C:16]([CH3:19])([CH3:18])[CH3:17])=[O:13])[CH:8]=[CH:7]2.[F:20][C:21]1[CH:26]=[C:25]([F:27])[CH:24]=[CH:23][C:22]=1B(O)O.C(=O)([O-])[O-].[Cs+].[Cs+]. The catalyst is O1CCOCC1.O.C1(P([C-]2C=CC=C2)C2C=CC=CC=2)C=CC=CC=1.[C-]1(P(C2C=CC=CC=2)C2C=CC=CC=2)C=CC=C1.[Fe+2].[Pd](Cl)Cl. The product is [F:20][C:21]1[CH:26]=[C:25]([F:27])[CH:24]=[CH:23][C:22]=1[C:2]1[CH:3]=[N:4][CH:5]=[C:6]2[C:11]=1[N:10]=[C:9]([C:12]([NH:14][CH2:15][C:16]([CH3:19])([CH3:18])[CH3:17])=[O:13])[CH:8]=[CH:7]2. The yield is 0.840.